Dataset: Forward reaction prediction with 1.9M reactions from USPTO patents (1976-2016). Task: Predict the product of the given reaction. (1) Given the reactants [Br:1][C:2]1[CH:7]=[CH:6][C:5]([S:8]([NH2:11])(=[O:10])=[O:9])=[CH:4][CH:3]=1.[CH2:12](N)[CH:13]=[CH2:14].CCOCC, predict the reaction product. The product is: [CH2:14]([NH:11][S:8]([C:5]1[CH:4]=[CH:3][C:2]([Br:1])=[CH:7][CH:6]=1)(=[O:9])=[O:10])[CH:13]=[CH2:12]. (2) Given the reactants Br[C:2]1[CH:7]=[CH:6][C:5]([F:8])=[CH:4][C:3]=1[O:9][CH2:10][O:11][CH3:12].[CH:13]#[C:14][CH2:15][CH3:16], predict the reaction product. The product is: [C:13]([C:2]1[CH:7]=[CH:6][C:5]([F:8])=[CH:4][C:3]=1[O:9][CH2:10][O:11][CH3:12])#[C:14][CH2:15][CH3:16]. (3) Given the reactants [F:1][C:2]1[CH:7]=[CH:6][CH:5]=[C:4]([O:8][C:9]2[CH:10]=[N:11][C:12]3[C:17]([CH:18]=2)=[CH:16][CH:15]=[CH:14][C:13]=3[F:19])[C:3]=1[CH:20]([OH:24])[C:21](=[O:23])[CH3:22].CC(OI1(OC(C)=O)(OC(C)=O)OC(=O)C2C=CC=CC1=2)=O, predict the reaction product. The product is: [F:1][C:2]1[CH:7]=[CH:6][CH:5]=[C:4]([O:8][C:9]2[CH:10]=[N:11][C:12]3[C:17]([CH:18]=2)=[CH:16][CH:15]=[CH:14][C:13]=3[F:19])[C:3]=1[C:20](=[O:24])[C:21](=[O:23])[CH3:22]. (4) Given the reactants Br[C:2]1[S:6][C:5]([CH:7]=[O:8])=[CH:4][C:3]=1[C:9]1[C:10]([F:15])=[N:11][CH:12]=[CH:13][CH:14]=1.[SH:16][C:17]1[S:18][CH:19]=[CH:20][N:21]=1.C(=O)([O-])[O-].[K+].[K+], predict the reaction product. The product is: [F:15][C:10]1[C:9]([C:3]2[CH:4]=[C:5]([CH:7]=[O:8])[S:6][C:2]=2[S:16][C:17]2[S:18][CH:19]=[CH:20][N:21]=2)=[CH:14][CH:13]=[CH:12][N:11]=1. (5) Given the reactants [CH2:1]([O:3][C:4](=[O:24])[CH2:5][C:6]1[CH:11]=[CH:10][CH:9]=[C:8]([O:12][C:13]2[CH:18]=[CH:17][C:16]([N+:19]([O-:21])=[O:20])=[CH:15][C:14]=2[CH:22]=O)[CH:7]=1)[CH3:2].[CH3:25][C@H:26]([NH2:34])[CH2:27][C:28]1[CH:33]=[CH:32][CH:31]=[CH:30][CH:29]=1.[CH3:25][C@H:26]([NH2:34])[CH2:27][C:28]1[CH:33]=[CH:32][CH:31]=[CH:30][CH:29]=1.OS(O)(=O)=O, predict the reaction product. The product is: [CH2:1]([O:3][C:4](=[O:24])[CH2:5][C:6]1[CH:11]=[CH:10][CH:9]=[C:8]([O:12][C:13]2[CH:18]=[CH:17][C:16]([N+:19]([O-:21])=[O:20])=[CH:15][C:14]=2[CH2:22][NH:34][C@@H:26]([CH3:25])[CH2:27][C:28]2[CH:33]=[CH:32][CH:31]=[CH:30][CH:29]=2)[CH:7]=1)[CH3:2]. (6) Given the reactants [C:1]1([C@@H:7]([OH:9])[CH3:8])[CH:6]=[CH:5][CH:4]=[CH:3][CH:2]=1.[C:10](N1C=CN=C1)(N1C=CN=C1)=[O:11].[CH2:22]([O:24][C:25]([N:27]1[C:36]2[C:31](=[N:32][C:33]([O:37][CH3:38])=[CH:34][CH:35]=2)[C@@H:30]([NH2:39])[CH2:29][C@H:28]1[CH2:40][CH3:41])=[O:26])[CH3:23].C(N(CC)CC)C, predict the reaction product. The product is: [CH2:22]([O:24][C:25]([N:27]1[C:36]2[C:31](=[N:32][C:33]([O:37][CH3:38])=[CH:34][CH:35]=2)[C@@H:30]([NH:39][C:10]([O:9][C@H:7]([C:1]2[CH:6]=[CH:5][CH:4]=[CH:3][CH:2]=2)[CH3:8])=[O:11])[CH2:29][C@H:28]1[CH2:40][CH3:41])=[O:26])[CH3:23]. (7) Given the reactants [CH2:1]([NH:6][C:7]([C:9]1[N:10]=[N:11][C:12](Cl)=[CH:13][CH:14]=1)=[O:8])[CH2:2][CH2:3][CH2:4][CH3:5].[CH3:16][CH:17]1[CH2:22][NH:21][CH:20]([CH3:23])[CH2:19][NH:18]1.C(N(CC)CC)C.[F:31][C:32]([F:43])([F:42])[C:33]1[CH:41]=[CH:40][CH:39]=[CH:38][C:34]=1[C:35](Cl)=[O:36], predict the reaction product. The product is: [CH2:1]([NH:6][C:7]([C:9]1[N:10]=[N:11][C:12]([N:18]2[CH2:19][CH:20]([CH3:23])[N:21]([C:35](=[O:36])[C:34]3[CH:38]=[CH:39][CH:40]=[CH:41][C:33]=3[C:32]([F:31])([F:42])[F:43])[CH2:22][CH:17]2[CH3:16])=[CH:13][CH:14]=1)=[O:8])[CH2:2][CH2:3][CH2:4][CH3:5].